From a dataset of Full USPTO retrosynthesis dataset with 1.9M reactions from patents (1976-2016). Predict the reactants needed to synthesize the given product. (1) Given the product [CH:1]1([CH2:6][O:7][C:8]2[CH:9]=[CH:10][C:11]([C@H:14]3[CH2:39][O:38][C:17]4=[CH:18][C:19]5[CH2:20][C@@H:21]([C:35]([NH:61][C@@H:45]([CH2:46][C:47]6[CH:52]=[CH:51][C:50]([C:53]7[CH:58]=[CH:57][N:56]=[C:55]([CH3:59])[C:54]=7[CH3:60])=[CH:49][CH:48]=6)[C:44]([OH:43])=[O:62])=[O:36])[N:22]([C@H:26]([C:29]6[CH:34]=[CH:33][CH:32]=[CH:31][CH:30]=6)[CH2:27][CH3:28])[CH2:23][C:24]=5[CH:25]=[C:16]4[O:15]3)=[CH:12][CH:13]=2)[CH2:5][CH2:4][CH2:3][CH2:2]1, predict the reactants needed to synthesize it. The reactants are: [CH:1]1([CH2:6][O:7][C:8]2[CH:13]=[CH:12][C:11]([C@H:14]3[CH2:39][O:38][C:17]4=[CH:18][C:19]5[CH2:20][C@@H:21]([C:35](O)=[O:36])[N:22]([C@H:26]([C:29]6[CH:34]=[CH:33][CH:32]=[CH:31][CH:30]=6)[CH2:27][CH3:28])[CH2:23][C:24]=5[CH:25]=[C:16]4[O:15]3)=[CH:10][CH:9]=2)[CH2:5][CH2:4][CH2:3][CH2:2]1.Cl.Cl.C[O:43][C:44](=[O:62])[C@@H:45]([NH2:61])[CH2:46][C:47]1[CH:52]=[CH:51][C:50]([C:53]2[CH:58]=[CH:57][N:56]=[C:55]([CH3:59])[C:54]=2[CH3:60])=[CH:49][CH:48]=1. (2) Given the product [F:1][C:2]1[CH:3]=[C:4]2[C:8](=[CH:9][C:10]=1[NH:11][C:12](=[O:13])[C:14]([OH:16])([CH3:15])[CH3:23])[NH:7][C:6](=[O:20])[CH2:5]2, predict the reactants needed to synthesize it. The reactants are: [F:1][C:2]1[CH:3]=[C:4]2[C:8](=[CH:9][C:10]=1[NH:11][C:12]([CH:14]([O:16]C(=O)C)[CH3:15])=[O:13])[NH:7][C:6](=[O:20])[CH2:5]2.[OH-].[Na+].[CH3:23]O. (3) Given the product [CH3:2][O:3][C:4](=[O:22])[C:5]([OH:6])=[CH:7][C:8](=[O:9])[N:10]([CH2:13][CH2:14][C:15]1[CH:16]=[CH:17][C:18]([F:21])=[CH:19][CH:20]=1)[O:11][CH3:12], predict the reactants needed to synthesize it. The reactants are: C[C:2]1(C)[O:6][C:5](=[CH:7][C:8]([N:10]([CH2:13][CH2:14][C:15]2[CH:20]=[CH:19][C:18]([F:21])=[CH:17][CH:16]=2)[O:11][CH3:12])=[O:9])[C:4](=[O:22])[O:3]1.